From a dataset of Catalyst prediction with 721,799 reactions and 888 catalyst types from USPTO. Predict which catalyst facilitates the given reaction. Reactant: C(O[C:4](=[C:11]1[C:19]2[C:14](=[CH:15][CH:16]=[CH:17][CH:18]=2)[NH:13][C:12]1=[O:20])[C:5]1[CH:10]=[CH:9][CH:8]=[CH:7][CH:6]=1)C.[C:21]([NH:25][C:26]1[CH:32]=[CH:31][C:29]([NH2:30])=[CH:28][CH:27]=1)(=[O:24])[CH2:22][CH3:23]. Product: [C:21]([NH:25][C:26]1[CH:32]=[CH:31][C:29]([NH:30]/[C:4](=[C:11]2\[C:12](=[O:20])[NH:13][C:14]3[C:19]\2=[CH:18][CH:17]=[CH:16][CH:15]=3)/[C:5]2[CH:6]=[CH:7][CH:8]=[CH:9][CH:10]=2)=[CH:28][CH:27]=1)(=[O:24])[CH2:22][CH3:23]. The catalyst class is: 18.